From a dataset of NCI-60 drug combinations with 297,098 pairs across 59 cell lines. Regression. Given two drug SMILES strings and cell line genomic features, predict the synergy score measuring deviation from expected non-interaction effect. (1) Drug 1: C1=NC2=C(N1)C(=S)N=C(N2)N. Drug 2: C1CN(CCN1C(=O)CCBr)C(=O)CCBr. Cell line: LOX IMVI. Synergy scores: CSS=43.9, Synergy_ZIP=-4.84, Synergy_Bliss=-5.43, Synergy_Loewe=-4.14, Synergy_HSA=-1.76. (2) Synergy scores: CSS=12.5, Synergy_ZIP=-5.59, Synergy_Bliss=-2.88, Synergy_Loewe=-2.81, Synergy_HSA=-2.82. Drug 2: CCCCC(=O)OCC(=O)C1(CC(C2=C(C1)C(=C3C(=C2O)C(=O)C4=C(C3=O)C=CC=C4OC)O)OC5CC(C(C(O5)C)O)NC(=O)C(F)(F)F)O. Cell line: NCI-H522. Drug 1: C1CCC(CC1)NC(=O)N(CCCl)N=O. (3) Synergy scores: CSS=-4.33, Synergy_ZIP=3.42, Synergy_Bliss=0.356, Synergy_Loewe=-3.78, Synergy_HSA=-4.69. Drug 1: CC1=C(C=C(C=C1)NC2=NC=CC(=N2)N(C)C3=CC4=NN(C(=C4C=C3)C)C)S(=O)(=O)N.Cl. Cell line: NCI/ADR-RES. Drug 2: CN1C(=O)N2C=NC(=C2N=N1)C(=O)N. (4) Drug 1: C1C(C(OC1N2C=NC3=C(N=C(N=C32)Cl)N)CO)O. Drug 2: CC1CCCC2(C(O2)CC(NC(=O)CC(C(C(=O)C(C1O)C)(C)C)O)C(=CC3=CSC(=N3)C)C)C. Cell line: U251. Synergy scores: CSS=55.3, Synergy_ZIP=-4.71, Synergy_Bliss=-5.40, Synergy_Loewe=-10.0, Synergy_HSA=-1.76.